Dataset: Forward reaction prediction with 1.9M reactions from USPTO patents (1976-2016). Task: Predict the product of the given reaction. (1) Given the reactants Br[C:2]1[CH:3]=[C:4]([Cl:17])[C:5]([CH2:8][O:9][Si:10]([C:13]([CH3:16])([CH3:15])[CH3:14])([CH3:12])[CH3:11])=[N:6][CH:7]=1.C([Li])CCC.CCCCCC.[C:29]([O:33][C:34]([N:36]1[CH2:41][CH2:40][C:39](=[O:42])[CH2:38][CH2:37]1)=[O:35])([CH3:32])([CH3:31])[CH3:30].[Cl-].[NH4+], predict the reaction product. The product is: [Si:10]([O:9][CH2:8][C:5]1[C:4]([Cl:17])=[CH:3][C:2]([C:39]2([OH:42])[CH2:38][CH2:37][N:36]([C:34]([O:33][C:29]([CH3:31])([CH3:30])[CH3:32])=[O:35])[CH2:41][CH2:40]2)=[CH:7][N:6]=1)([C:13]([CH3:16])([CH3:15])[CH3:14])([CH3:12])[CH3:11]. (2) Given the reactants [CH2:1]1[CH:9]2[N:4]([CH2:5][CH2:6][C:7](=O)[CH2:8]2)[CH2:3][CH2:2]1.[NH3:11].C(O)C.[H][H], predict the reaction product. The product is: [NH2:11][CH:7]1[CH2:8][CH:9]2[N:4]([CH2:3][CH2:2][CH2:1]2)[CH2:5][CH2:6]1. (3) Given the reactants Cl[C:2]1[N:3]=[CH:4][C:5](I)=[C:6]2[C:11]=1[N:10]=[C:9]([CH3:12])[CH:8]=[CH:7]2.[N:14]1[CH:19]=[C:18](B(O)O)[CH:17]=[N:16][CH:15]=1.[NH2:23][C:24]1[CH:29]=[CH:28][N:27]=[C:26]([CH3:30])[N:25]=1, predict the reaction product. The product is: [CH3:30][C:26]1[N:25]=[C:24]([NH:23][C:2]2[N:3]=[CH:4][C:5]([C:18]3[CH:19]=[N:14][CH:15]=[N:16][CH:17]=3)=[C:6]3[C:11]=2[N:10]=[C:9]([CH3:12])[CH:8]=[CH:7]3)[CH:29]=[CH:28][N:27]=1. (4) Given the reactants [CH:1](N(C(C)C)CC)(C)[CH3:2].[CH2:10](I)[CH3:11].[CH3:13][NH:14][C:15]([C:17]1[C:21]2[CH:22]=[C:23]([O:27][CH:28]([CH3:30])[CH3:29])[C:24]([NH2:26])=[CH:25][C:20]=2[O:19][C:18]=1[C:31]1[CH:36]=[CH:35][C:34]([F:37])=[CH:33][CH:32]=1)=[O:16], predict the reaction product. The product is: [CH3:13][NH:14][C:15]([C:17]1[C:21]2[CH:22]=[C:23]([O:27][CH:28]([CH3:30])[CH3:29])[C:24]([NH:26][CH2:1][CH3:2])=[CH:25][C:20]=2[O:19][C:18]=1[C:31]1[CH:32]=[CH:33][C:34]([F:37])=[CH:35][CH:36]=1)=[O:16].[CH3:13][NH:14][C:15]([C:17]1[C:21]2[CH:22]=[C:23]([O:27][CH:28]([CH3:30])[CH3:29])[C:24]([N:26]([CH2:10][CH3:11])[CH2:1][CH3:2])=[CH:25][C:20]=2[O:19][C:18]=1[C:31]1[CH:32]=[CH:33][C:34]([F:37])=[CH:35][CH:36]=1)=[O:16]. (5) Given the reactants [Cl:1][C:2]1[CH:3]=[C:4]([CH2:9][C:10](N(OC)C)=[O:11])[CH:5]=[CH:6][C:7]=1[Cl:8].[C:16]1([Mg]Br)[CH:21]=[CH:20][CH:19]=[CH:18][CH:17]=1, predict the reaction product. The product is: [Cl:1][C:2]1[CH:3]=[C:4]([CH2:9][C:10]([C:16]2[CH:21]=[CH:20][CH:19]=[CH:18][CH:17]=2)=[O:11])[CH:5]=[CH:6][C:7]=1[Cl:8]. (6) Given the reactants [F:1][C:2]1[CH:3]=[C:4]([C@H:12]2[O:16][C:15](=[O:17])[N:14]([CH2:18][C:19]3[C:24]([C:25]4[CH:26]=[C:27]([C:33]5[CH:45]=[CH:44][C:36]([C:37]([O:39][C:40]([CH3:43])([CH3:42])[CH3:41])=[O:38])=[CH:35][C:34]=5[CH3:46])[CH:28]=[N:29][C:30]=4[O:31][CH3:32])=[CH:23][N:22]=[C:21](S(C)(=O)=O)[N:20]=3)[C@H:13]2[CH3:51])[CH:5]=[C:6]([C:8]([F:11])([F:10])[F:9])[CH:7]=1.Cl.[F:53][CH:54]1[CH2:57][NH:56][CH2:55]1.C(N(CC)CC)C, predict the reaction product. The product is: [F:53][CH:54]1[CH2:57][N:56]([C:21]2[N:20]=[C:19]([CH2:18][N:14]3[C@@H:13]([CH3:51])[C@@H:12]([C:4]4[CH:5]=[C:6]([C:8]([F:10])([F:9])[F:11])[CH:7]=[C:2]([F:1])[CH:3]=4)[O:16][C:15]3=[O:17])[C:24]([C:25]3[CH:26]=[C:27]([C:33]4[CH:45]=[CH:44][C:36]([C:37]([O:39][C:40]([CH3:41])([CH3:43])[CH3:42])=[O:38])=[CH:35][C:34]=4[CH3:46])[CH:28]=[N:29][C:30]=3[O:31][CH3:32])=[CH:23][N:22]=2)[CH2:55]1.